Task: Predict the reaction yield, written as a fraction of the theoretical maximum amount of product (1.0 means a 100% yield; for example, 0.34 means a 34% yield).. Dataset: Reaction yield outcomes from USPTO patents with 853,638 reactions The reactants are [CH3:1][Si](Cl)(C)C.[NH2:6][C:7]1[C:15]([N+:16]([O-:18])=[O:17])=[CH:14][C:10]([C:11]([OH:13])=[O:12])=[C:9]([F:19])[C:8]=1[F:20]. The catalyst is CO. The product is [NH2:6][C:7]1[C:15]([N+:16]([O-:18])=[O:17])=[CH:14][C:10]([C:11]([O:13][CH3:1])=[O:12])=[C:9]([F:19])[C:8]=1[F:20]. The yield is 0.920.